This data is from Forward reaction prediction with 1.9M reactions from USPTO patents (1976-2016). The task is: Predict the product of the given reaction. (1) Given the reactants [H-].[Na+].[I-].[CH3:4][S+](C)(C)=O.[H][H].[CH3:11][C:12]1[C:13](=[O:24])[C:14]([CH3:23])([CH2:18][CH:19]=[C:20]([CH3:22])[CH3:21])[CH2:15][CH2:16][CH:17]=1, predict the reaction product. The product is: [CH3:11][C:12]12[CH2:4][CH:17]1[CH2:16][CH2:15][C:14]([CH3:23])([CH2:18][CH:19]=[C:20]([CH3:22])[CH3:21])[C:13]2=[O:24]. (2) Given the reactants [F:1][C:2]1[CH:32]=[C:31]([F:33])[CH:30]=[CH:29][C:3]=1[CH2:4][N:5]1[C:10](=[O:11])[CH:9]=[CH:8][C:7]([CH2:12][C:13]2[C:21]3[C:16](=[CH:17][CH:18]=[C:19]([F:22])[CH:20]=3)[N:15]([CH2:23][C:24]([O:26]C)=[O:25])[C:14]=2[CH3:28])=[N:6]1.C1COCC1.[OH-].[Li+].Cl, predict the reaction product. The product is: [F:1][C:2]1[CH:32]=[C:31]([F:33])[CH:30]=[CH:29][C:3]=1[CH2:4][N:5]1[C:10](=[O:11])[CH:9]=[CH:8][C:7]([CH2:12][C:13]2[C:21]3[C:16](=[CH:17][CH:18]=[C:19]([F:22])[CH:20]=3)[N:15]([CH2:23][C:24]([OH:26])=[O:25])[C:14]=2[CH3:28])=[N:6]1. (3) The product is: [Cl:14][C:3]1[CH:4]=[C:5]([CH:12]=[CH:13][C:2]=1[B:20]1[O:24][C:23]([CH3:26])([CH3:25])[C:22]([CH3:28])([CH3:27])[O:21]1)[CH2:6][N:7]([CH3:11])[C:8](=[O:10])[CH3:9]. Given the reactants Br[C:2]1[CH:13]=[CH:12][C:5]([CH2:6][N:7]([CH3:11])[C:8](=[O:10])[CH3:9])=[CH:4][C:3]=1[Cl:14].C([O-])(=O)C.[K+].[B:20]1([B:20]2[O:24][C:23]([CH3:26])([CH3:25])[C:22]([CH3:28])([CH3:27])[O:21]2)[O:24][C:23]([CH3:26])([CH3:25])[C:22]([CH3:28])([CH3:27])[O:21]1, predict the reaction product. (4) Given the reactants [O-][CH2:2]CCC.[K+].C[C:8]1[CH:13]=[CH:12][C:11]([NH:14][C:15]2[N:20]=[C:19]([C:21]3[CH:22]=[N:23][CH:24]=[CH:25][CH:26]=3)[CH:18]=[CH:17][N:16]=2)=[CH:10][C:9]=1[NH2:27].C([O:31][C:32](=O)[C:33]1[CH:38]=[CH:37][C:36]([CH2:39][N:40]2[CH2:45][CH2:44][N:43]([CH3:46])[CH2:42][CH2:41]2)=[CH:35][CH:34]=1)CC, predict the reaction product. The product is: [CH3:2][C:12]1[CH:13]=[CH:8][C:9]([NH:27][C:32]([C:33]2[CH:38]=[CH:37][C:36]([CH2:39][N:40]3[CH2:41][CH2:42][N:43]([CH3:46])[CH2:44][CH2:45]3)=[CH:35][CH:34]=2)=[O:31])=[CH:10][C:11]=1[NH:14][C:15]1[N:16]=[CH:17][CH:18]=[C:19]([C:21]2[CH:26]=[CH:25][CH:24]=[N:23][CH:22]=2)[N:20]=1. (5) Given the reactants [F:1][C:2]1[CH:3]=[C:4]2[C:8](=[C:9]([CH2:11][S:12][CH3:13])[CH:10]=1)[NH:7][CH:6]=[CH:5]2.[F:14][C:15]1[CH:20]=[CH:19][C:18]([CH:21]([C:23]2[CH:28]=[CH:27][C:26]([F:29])=[CH:25][CH:24]=2)O)=[C:17]([CH3:30])[CH:16]=1.FC1C=CC(C(C2C=CC(F)=CC=2)C2C3C(=C(CSC)C=CC=3)NC=2)=CC=1, predict the reaction product. The product is: [F:1][C:2]1[CH:3]=[C:4]2[C:8](=[C:9]([CH2:11][S:12][CH3:13])[CH:10]=1)[NH:7][CH:6]=[C:5]2[CH:21]([C:18]1[CH:19]=[CH:20][C:15]([F:14])=[CH:16][C:17]=1[CH3:30])[C:23]1[CH:28]=[CH:27][C:26]([F:29])=[CH:25][CH:24]=1. (6) Given the reactants [CH:1]1([CH2:4][O:5][CH2:6][CH2:7][O:8][C:9]2[CH:14]=[CH:13][C:12]([OH:15])=[CH:11][CH:10]=2)[CH2:3][CH2:2]1.[CH2:16]([CH:18]1[O:20][CH2:19]1)Cl, predict the reaction product. The product is: [CH:1]1([CH2:4][O:5][CH2:6][CH2:7][O:8][C:9]2[CH:14]=[CH:13][C:12]([O:15][CH2:16][CH:18]3[CH2:19][O:20]3)=[CH:11][CH:10]=2)[CH2:3][CH2:2]1.